Dataset: Full USPTO retrosynthesis dataset with 1.9M reactions from patents (1976-2016). Task: Predict the reactants needed to synthesize the given product. (1) Given the product [C:26]([O:25][C:23]([NH:22][CH2:21][CH2:20][CH2:19][CH2:18][CH2:17][CH2:16][N:14]1[CH:15]=[C:11]([C:7]2[N:6]=[C:5]([C:3]([O-:4])=[O:2])[CH:10]=[CH:9][CH:8]=2)[CH:12]=[N:13]1)=[O:24])([CH3:29])([CH3:27])[CH3:28].[Li+:32], predict the reactants needed to synthesize it. The reactants are: C[O:2][C:3]([C:5]1[CH:10]=[CH:9][CH:8]=[C:7]([C:11]2[CH:12]=[N:13][N:14]([CH2:16][CH2:17][CH2:18][CH2:19][CH2:20][CH2:21][NH:22][C:23]([O:25][C:26]([CH3:29])([CH3:28])[CH3:27])=[O:24])[CH:15]=2)[N:6]=1)=[O:4].O.[OH-].[Li+:32].O. (2) Given the product [CH:13]1([NH:16][C:2]2[C:7]([N+:8]([O-:10])=[O:9])=[CH:6][CH:5]=[CH:4][C:3]=2[O:11][CH3:12])[CH2:15][CH2:14]1, predict the reactants needed to synthesize it. The reactants are: Br[C:2]1[C:7]([N+:8]([O-:10])=[O:9])=[CH:6][CH:5]=[CH:4][C:3]=1[O:11][CH3:12].[CH:13]1([NH2:16])[CH2:15][CH2:14]1. (3) Given the product [Br:1][C:2]1[CH:3]=[CH:4][C:5]([O:6][C@@H:7]2[CH2:11][CH2:10][CH2:9][C@@H:8]2[NH:12][S:13]([CH:16]([CH3:18])[CH3:17])(=[O:15])=[O:14])=[CH:19][C:20]=1[F:35], predict the reactants needed to synthesize it. The reactants are: [Br:1][C:2]1[CH:20]=[CH:19][C:5]([O:6][C@H:7]2[CH2:11][CH2:10][CH2:9][C@H:8]2[NH:12][S:13]([CH:16]([CH3:18])[CH3:17])(=[O:15])=[O:14])=[CH:4][CH:3]=1.BrC1C=CC(O[C@@H]2CCC[C@@H]2N)=CC=1[F:35]. (4) The reactants are: [CH2:1]([O:3][C:4](=[O:28])[CH2:5][C:6]1[CH:11]=[CH:10][C:9]([O:12][CH3:13])=[C:8]([O:14][C:15]2[CH:20]=[CH:19][C:18]([NH2:21])=[CH:17][C:16]=2[CH2:22][S:23][C:24]([CH3:27])([CH3:26])[CH3:25])[CH:7]=1)[CH3:2].[F:29][C:30]1[CH:31]=[C:32]([CH:36]=[C:37]([F:39])[CH:38]=1)[C:33](Cl)=[O:34]. Given the product [CH2:1]([O:3][C:4](=[O:28])[CH2:5][C:6]1[CH:11]=[CH:10][C:9]([O:12][CH3:13])=[C:8]([O:14][C:15]2[CH:20]=[CH:19][C:18]([NH:21][C:33](=[O:34])[C:32]3[CH:31]=[C:30]([F:29])[CH:38]=[C:37]([F:39])[CH:36]=3)=[CH:17][C:16]=2[CH2:22][S:23][C:24]([CH3:27])([CH3:26])[CH3:25])[CH:7]=1)[CH3:2], predict the reactants needed to synthesize it. (5) Given the product [I:1][C:2]1[C:3]2[CH2:13][C:12]3[C:7](=[CH:8][CH:9]=[C:10]([C:14]([N:50]4[CH2:55][CH2:54][O:53][CH2:52][CH2:51]4)=[O:16])[CH:11]=3)[C:4]=2[NH:5][N:6]=1, predict the reactants needed to synthesize it. The reactants are: [I:1][C:2]1[C:3]2[CH2:13][C:12]3[C:7](=[CH:8][CH:9]=[C:10]([C:14]([OH:16])=O)[CH:11]=3)[C:4]=2[NH:5][N:6]=1.C1CN([P+](ON2N=NC3C=CC=CC2=3)(N2CCCC2)N2CCCC2)CC1.F[P-](F)(F)(F)(F)F.[NH:50]1[CH2:55][CH2:54][O:53][CH2:52][CH2:51]1.C(N(C(C)C)CC)(C)C.